Dataset: Catalyst prediction with 721,799 reactions and 888 catalyst types from USPTO. Task: Predict which catalyst facilitates the given reaction. (1) Reactant: [CH3:1][O:2][C:3]1[CH:11]=[C:10]2[C:6]([CH:7]=[N:8][NH:9]2)=[CH:5][C:4]=1[NH:12][C:13]1[C:14]2[C:21]3[CH2:22][CH2:23][C:24]([CH3:29])([C:26]([OH:28])=O)[CH2:25][C:20]=3[S:19][C:15]=2[N:16]=[CH:17][N:18]=1.[CH2:30]([N:32](C(C)C)[CH:33](C)C)C.CNC.C(P1(=O)OP(=O)(CCC)OP(=O)(CCC)O1)CC. Product: [CH3:1][O:2][C:3]1[CH:11]=[C:10]2[C:6]([CH:7]=[N:8][NH:9]2)=[CH:5][C:4]=1[NH:12][C:13]1[C:14]2[C:21]3[CH2:22][CH2:23][C:24]([CH3:29])([C:26]([N:32]([CH3:33])[CH3:30])=[O:28])[CH2:25][C:20]=3[S:19][C:15]=2[N:16]=[CH:17][N:18]=1. The catalyst class is: 80. (2) Reactant: [O:1]=[C:2]1[C:7]2([CH2:12][CH2:11][N:10](C(OC(C)(C)C)=O)[CH2:9][CH2:8]2)[CH2:6][CH2:5][CH2:4][NH:3]1.[ClH:20]. Product: [ClH:20].[C:2]1(=[O:1])[C:7]2([CH2:12][CH2:11][NH:10][CH2:9][CH2:8]2)[CH2:6][CH2:5][CH2:4][NH:3]1. The catalyst class is: 135.